This data is from Forward reaction prediction with 1.9M reactions from USPTO patents (1976-2016). The task is: Predict the product of the given reaction. (1) The product is: [C:13]([O:12][C:10]([N:1]1[CH:5]2[CH2:6][N:7]([CH2:24][CH2:25][CH2:26][Cl:27])[CH2:8][CH2:9][CH:4]2[CH2:3][CH2:2]1)=[O:11])([CH3:16])([CH3:15])[CH3:14]. Given the reactants [N:1]1([C:10]([O:12][C:13]([CH3:16])([CH3:15])[CH3:14])=[O:11])[CH:5]2[CH2:6][NH:7][CH2:8][CH2:9][CH:4]2[CH2:3][CH2:2]1.C([O-])([O-])=O.[K+].[K+].Br[CH2:24][CH2:25][CH2:26][Cl:27], predict the reaction product. (2) The product is: [CH2:17]([N:19]1[CH2:23][CH2:22][C@@H:21]([NH:24][CH2:6][CH2:7][C:8]2[CH:13]=[CH:12][CH:11]=[C:10]([F:14])[CH:9]=2)[CH2:20]1)[CH3:18]. Given the reactants CS(O[CH2:6][CH2:7][C:8]1[CH:13]=[CH:12][CH:11]=[C:10]([F:14])[CH:9]=1)(=O)=O.Cl.Cl.[CH2:17]([N:19]1[CH2:23][CH2:22][C@@H:21]([NH2:24])[CH2:20]1)[CH3:18].C(=O)([O-])[O-].[K+].[K+], predict the reaction product. (3) Given the reactants CO[C:3](=[O:13])[C:4]1[C:9]([CH2:10]Br)=[CH:8][CH:7]=[CH:6][C:5]=1[Br:12].[N:14]1[C:23]2[C:18](=[CH:19][CH:20]=[CH:21][CH:22]=2)[CH:17]=[CH:16][C:15]=1[CH2:24][CH2:25][NH2:26], predict the reaction product. The product is: [Br:12][C:5]1[CH:6]=[CH:7][CH:8]=[C:9]2[C:4]=1[C:3](=[O:13])[N:26]([CH2:25][CH2:24][C:15]1[CH:16]=[CH:17][C:18]3[C:23](=[CH:22][CH:21]=[CH:20][CH:19]=3)[N:14]=1)[CH2:10]2. (4) Given the reactants Cl[C:2]1[CH:7]=[CH:6][N:5]([C:8]2[CH:9]=[CH:10][C:11]3[N:15]=[C:14]([CH:16]4[CH2:18][CH2:17]4)[N:13]([CH3:19])[C:12]=3[CH:20]=2)[C:4](=[O:21])[CH:3]=1.[Br:22][C:23]1[O:27][C:26]([CH2:28][OH:29])=[CH:25][CH:24]=1.CC(C)([O-])C.[K+], predict the reaction product. The product is: [Br:22][C:23]1[O:27][C:26]([CH2:28][O:29][C:2]2[CH:7]=[CH:6][N:5]([C:8]3[CH:9]=[CH:10][C:11]4[N:15]=[C:14]([CH:16]5[CH2:18][CH2:17]5)[N:13]([CH3:19])[C:12]=4[CH:20]=3)[C:4](=[O:21])[CH:3]=2)=[CH:25][CH:24]=1. (5) Given the reactants [CH3:1][N:2]1[C:6]([CH3:7])=[C:5]([C:8]([OH:10])=O)[C:4](=[O:11])[N:3]1[C:12]1[CH:17]=[CH:16][CH:15]=[CH:14][CH:13]=1.[NH2:18][C:19]1[CH:40]=[CH:39][C:22]([O:23][C:24]2[CH:25]=[CH:26][C:27]3[N:28]([CH:30]=[C:31]([NH:33][C:34]([CH:36]4[CH2:38][CH2:37]4)=[O:35])[N:32]=3)[CH:29]=2)=[C:21]([F:41])[CH:20]=1.CN(C(ON1N=NC2C=CC=NC1=2)=[N+](C)C)C.F[P-](F)(F)(F)(F)F.C(N(CC)C(C)C)(C)C.C(=O)([O-])O.[Na+], predict the reaction product. The product is: [CH:36]1([C:34]([NH:33][C:31]2[N:32]=[C:27]3[CH:26]=[CH:25][C:24]([O:23][C:22]4[CH:39]=[CH:40][C:19]([NH:18][C:8]([C:5]5[C:4](=[O:11])[N:3]([C:12]6[CH:17]=[CH:16][CH:15]=[CH:14][CH:13]=6)[N:2]([CH3:1])[C:6]=5[CH3:7])=[O:10])=[CH:20][C:21]=4[F:41])=[CH:29][N:28]3[CH:30]=2)=[O:35])[CH2:37][CH2:38]1. (6) Given the reactants Cl.[NH2:2][CH2:3][C:4]1[CH:5]=[C:6]2[C:10](=[CH:11][CH:12]=1)[C:9](=[O:13])[N:8]([CH:14]1[CH2:19][CH2:18][C:17](=[O:20])[NH:16][C:15]1=[O:21])[CH2:7]2.[Cl:22][C:23]1[CH:28]=[CH:27][CH:26]=[C:25]([Cl:29])[C:24]=1[N:30]=[C:31]=[O:32].C(N(CC)CC)C.Cl, predict the reaction product. The product is: [Cl:22][C:23]1[CH:28]=[CH:27][CH:26]=[C:25]([Cl:29])[C:24]=1[NH:30][C:31]([NH:2][CH2:3][C:4]1[CH:5]=[C:6]2[C:10](=[CH:11][CH:12]=1)[C:9](=[O:13])[N:8]([CH:14]1[CH2:19][CH2:18][C:17](=[O:20])[NH:16][C:15]1=[O:21])[CH2:7]2)=[O:32]. (7) Given the reactants C(O)(=O)C.[C:5](#[N:9])[CH2:6][C:7]#[N:8].[C:10]1(=O)[CH2:15][CH2:14][CH2:13][CH2:12][CH2:11]1, predict the reaction product. The product is: [C:10]1(=[C:6]([C:5]#[N:9])[C:7]#[N:8])[CH2:15][CH2:14][CH2:13][CH2:12][CH2:11]1.